This data is from Forward reaction prediction with 1.9M reactions from USPTO patents (1976-2016). The task is: Predict the product of the given reaction. (1) Given the reactants C([Li])CCC.[CH3:6][C:7]1[N:11]([CH2:12][CH2:13][N:14]2[CH2:19][CH2:18][O:17][CH2:16][CH2:15]2)[C:10]2[S:20][CH:21]=[CH:22][C:9]=2[CH:8]=1.[CH3:23][C:24]1[CH:31]=[CH:30][C:27]([C:28]#[N:29])=[CH:26][CH:25]=1.Cl, predict the reaction product. The product is: [CH3:6][C:7]1[N:11]([CH2:12][CH2:13][N:14]2[CH2:15][CH2:16][O:17][CH2:18][CH2:19]2)[C:10]2[S:20][C:21]([C:28]([C:27]3[CH:30]=[CH:31][C:24]([CH3:23])=[CH:25][CH:26]=3)=[NH:29])=[CH:22][C:9]=2[CH:8]=1. (2) The product is: [Cl:71][C:69]1[CH:68]=[CH:67][C:65]2[NH:66][C:62]([CH:61]([NH:72][C:5](=[O:7])[C:4]3[CH:8]=[CH:9][C:10]([C:11]([N:13]4[CH2:17][CH2:16][CH2:15][CH2:14]4)=[O:12])=[C:2]([CH3:1])[CH:3]=3)[CH2:60][CH2:59][C:57]([OH:58])=[O:56])=[N:63][C:64]=2[CH:70]=1. Given the reactants [CH3:1][C:2]1[CH:3]=[C:4]([CH:8]=[CH:9][C:10]=1[C:11]([N:13]1[CH2:17][CH2:16][CH2:15][CH2:14]1)=[O:12])[C:5]([OH:7])=O.CN(C(ON1N=NC2C=CC=CC1=2)=[N+](C)C)C.[B-](F)(F)(F)F.C(N(C(C)C)CC)(C)C.C([O:56][C:57]([CH2:59][CH2:60][CH:61]([NH2:72])[C:62]1[NH:66][C:65]2[CH:67]=[CH:68][C:69]([Cl:71])=[CH:70][C:64]=2[N:63]=1)=[O:58])C1C=CC=CC=1.ClCl, predict the reaction product. (3) Given the reactants [F:1][C:2]1[CH:3]=[C:4]([OH:8])[CH:5]=[N:6][CH:7]=1.[F:9][C:10]([F:23])([F:22])[S:11](O[S:11]([C:10]([F:23])([F:22])[F:9])(=[O:13])=[O:12])(=[O:13])=[O:12], predict the reaction product. The product is: [F:1][C:2]1[CH:3]=[C:4]([O:8][S:11]([C:10]([F:23])([F:22])[F:9])(=[O:13])=[O:12])[CH:5]=[N:6][CH:7]=1. (4) Given the reactants [CH2:1]([C:7]1[CH:8]=[C:9]([C:13]2[N:17]([CH3:18])[C:16]([C:19]([N:21]3[CH2:26][CH2:25][CH:24]([N:27]4[CH2:31][CH2:30][CH2:29][CH2:28]4)[CH2:23][CH2:22]3)=[O:20])=[C:15](I)[N:14]=2)[CH:10]=[CH:11][CH:12]=1)[CH2:2][CH2:3][CH2:4][CH2:5][CH3:6].[N:33]1[CH:38]=[CH:37][CH:36]=[CH:35][C:34]=1B(O)O, predict the reaction product. The product is: [CH2:1]([C:7]1[CH:8]=[C:9]([C:13]2[N:17]([CH3:18])[C:16]([C:19]([N:21]3[CH2:26][CH2:25][CH:24]([N:27]4[CH2:31][CH2:30][CH2:29][CH2:28]4)[CH2:23][CH2:22]3)=[O:20])=[C:15]([C:34]3[CH:35]=[CH:36][CH:37]=[CH:38][N:33]=3)[N:14]=2)[CH:10]=[CH:11][CH:12]=1)[CH2:2][CH2:3][CH2:4][CH2:5][CH3:6]. (5) Given the reactants [F:1][C:2]1[CH:7]=[C:6]([F:8])[CH:5]=[CH:4][C:3]=1[OH:9].C1N2CN3CN(C2)CN1C3.S(=O)(=O)(O)O.FC(F)(F)[C:27](O)=[O:28], predict the reaction product. The product is: [F:1][C:2]1[CH:7]=[C:6]([F:8])[CH:5]=[C:4]([CH:27]=[O:28])[C:3]=1[OH:9]. (6) Given the reactants [Cl:1][CH2:2][CH2:3][CH2:4][O:5][C:6]1[CH:22]=[CH:21][C:9]([CH2:10][CH:11]2[CH2:20][CH2:19][C:14]3(OCC[O:15]3)[CH2:13][CH2:12]2)=[CH:8][CH:7]=1.Cl, predict the reaction product. The product is: [Cl:1][CH2:2][CH2:3][CH2:4][O:5][C:6]1[CH:22]=[CH:21][C:9]([CH2:10][CH:11]2[CH2:20][CH2:19][C:14](=[O:15])[CH2:13][CH2:12]2)=[CH:8][CH:7]=1.